From a dataset of Forward reaction prediction with 1.9M reactions from USPTO patents (1976-2016). Predict the product of the given reaction. (1) Given the reactants [Cl:1][C:2]1[CH:7]=[CH:6][C:5]([S:8](Cl)(=[O:10])=[O:9])=[CH:4][CH:3]=1.[Br:12][C:13]1[C:22]2[O:21][CH2:20][CH2:19][NH:18][C:17]=2[CH:16]=[C:15]([CH3:23])[CH:14]=1.N1C=CC=CC=1.O, predict the reaction product. The product is: [Br:12][C:13]1[C:22]2[O:21][CH2:20][CH2:19][N:18]([S:8]([C:5]3[CH:6]=[CH:7][C:2]([Cl:1])=[CH:3][CH:4]=3)(=[O:10])=[O:9])[C:17]=2[CH:16]=[C:15]([CH3:23])[CH:14]=1. (2) Given the reactants [Cl:1][C:2]1[N:7]=[C:6](Cl)[CH:5]=[C:4]([CH3:9])[N:3]=1.[NH:10]1[CH2:15][CH2:14][CH2:13][CH2:12][CH2:11]1, predict the reaction product. The product is: [Cl:1][C:2]1[N:3]=[C:4]([CH3:9])[CH:5]=[C:6]([N:10]2[CH2:15][CH2:14][CH2:13][CH2:12][CH2:11]2)[N:7]=1. (3) Given the reactants [CH3:1][C:2]1[N:7]2[N:8]=[N:9][N:10]=[C:6]2[C:5]([N+:11]([O-])=O)=[C:4]([NH:14][CH2:15][CH2:16][CH2:17][CH2:18][NH:19][C:20](=[O:26])[O:21][C:22]([CH3:25])([CH3:24])[CH3:23])[C:3]=1[CH3:27], predict the reaction product. The product is: [NH2:11][C:5]1[C:6]2[N:7]([N:8]=[N:9][N:10]=2)[C:2]([CH3:1])=[C:3]([CH3:27])[C:4]=1[NH:14][CH2:15][CH2:16][CH2:17][CH2:18][NH:19][C:20](=[O:26])[O:21][C:22]([CH3:23])([CH3:24])[CH3:25].